Dataset: Full USPTO retrosynthesis dataset with 1.9M reactions from patents (1976-2016). Task: Predict the reactants needed to synthesize the given product. (1) Given the product [F:18][C:17]([F:20])([F:19])[C:16]([N:15]=[S:11]1(=[O:14])[CH2:12][CH2:13][N:8]([C:5]2[CH:6]=[CH:7][C:2]([B:22]3[O:26][C:25]([CH3:28])([CH3:27])[C:24]([CH3:30])([CH3:29])[O:23]3)=[CH:3][CH:4]=2)[CH2:9][CH2:10]1)=[O:21], predict the reactants needed to synthesize it. The reactants are: Br[C:2]1[CH:7]=[CH:6][C:5]([N:8]2[CH2:13][CH2:12][S:11](=[N:15][C:16](=[O:21])[C:17]([F:20])([F:19])[F:18])(=[O:14])[CH2:10][CH2:9]2)=[CH:4][CH:3]=1.[B:22]1([B:22]2[O:26][C:25]([CH3:28])([CH3:27])[C:24]([CH3:30])([CH3:29])[O:23]2)[O:26][C:25]([CH3:28])([CH3:27])[C:24]([CH3:30])([CH3:29])[O:23]1.CC([O-])=O.[K+]. (2) The reactants are: [Br:1][C:2]1[CH:10]=[CH:9][C:5]([C:6]([OH:8])=O)=[CH:4][C:3]=1[O:11][CH3:12].C(=O)([O-])[O-].[K+].[K+].Cl.[F:20][CH:21]1[CH2:24][NH:23][CH2:22]1.CN(C(ON1N=NC2C=CC=NC1=2)=[N+](C)C)C.F[P-](F)(F)(F)(F)F. Given the product [Br:1][C:2]1[CH:10]=[CH:9][C:5]([C:6]([N:23]2[CH2:24][CH:21]([F:20])[CH2:22]2)=[O:8])=[CH:4][C:3]=1[O:11][CH3:12], predict the reactants needed to synthesize it.